This data is from NCI-60 drug combinations with 297,098 pairs across 59 cell lines. The task is: Regression. Given two drug SMILES strings and cell line genomic features, predict the synergy score measuring deviation from expected non-interaction effect. Drug 1: C1=NC2=C(N=C(N=C2N1C3C(C(C(O3)CO)O)F)Cl)N. Drug 2: CC1=C(C(=CC=C1)Cl)NC(=O)C2=CN=C(S2)NC3=CC(=NC(=N3)C)N4CCN(CC4)CCO. Cell line: U251. Synergy scores: CSS=-1.95, Synergy_ZIP=5.72, Synergy_Bliss=3.97, Synergy_Loewe=-0.432, Synergy_HSA=-2.53.